Dataset: Forward reaction prediction with 1.9M reactions from USPTO patents (1976-2016). Task: Predict the product of the given reaction. (1) Given the reactants [CH2:1]([NH:3][C:4]1[N:5]=[N+:6]([O-:20])[C:7]2[CH:16]=[C:15]3[C:11]([CH2:12][CH:13]([N:17]([CH3:19])[CH3:18])[CH2:14]3)=[CH:10][C:8]=2[N:9]=1)[CH3:2].ClC1N=[N+]([O-:35])C2C3CCCC=3C=CC=2N=1, predict the reaction product. The product is: [CH2:1]([NH:3][C:4]1[N:5]=[N+:6]([O-:20])[C:7]2[CH:16]=[C:15]3[C:11]([CH2:12][CH:13]([N:17]([CH3:19])[CH3:18])[CH2:14]3)=[CH:10][C:8]=2[N+:9]=1[O-:35])[CH3:2]. (2) Given the reactants [CH3:1][C:2]1([CH3:19])[C:10]2[C:5](=[CH:6][C:7]([N+:15]([O-:17])=[O:16])=[C:8]([NH:11]C(=O)C)[CH:9]=2)[NH:4][C:3]1=[O:18].Cl[CH2:21][C:22]1[CH:23]=[C:24]([F:33])[C:25]([O:29][CH:30]([CH3:32])[CH3:31])=[C:26]([F:28])[CH:27]=1.C([O-])([O-])=O.[K+].[K+], predict the reaction product. The product is: [NH2:11][C:8]1[CH:9]=[C:10]2[C:5](=[CH:6][C:7]=1[N+:15]([O-:17])=[O:16])[N:4]([CH2:21][C:22]1[CH:23]=[C:24]([F:33])[C:25]([O:29][CH:30]([CH3:31])[CH3:32])=[C:26]([F:28])[CH:27]=1)[C:3](=[O:18])[C:2]2([CH3:1])[CH3:19]. (3) The product is: [CH2:2]([C:10]1[N:11]=[C:12]([C:20]2[CH:25]=[CH:24][CH:23]=[C:22]([O:26][C:27]([F:30])([F:29])[F:28])[CH:21]=2)[C:13]2[CH:18]=[C:17]([CH3:19])[S:16][C:14]=2[N:15]=1)[CH2:1][CH2:6][CH3:5]. Given the reactants [C:1]1([CH3:5])[C:2]([CH3:2])=[CH:1][CH:6]=[CH:5][CH:6]=1.Cl[C:10]1[N:11]=[C:12]([C:20]2[CH:25]=[CH:24][CH:23]=[C:22]([O:26][C:27]([F:30])([F:29])[F:28])[CH:21]=2)[C:13]2[CH:18]=[C:17]([CH3:19])[S:16][C:14]=2[N:15]=1.C([Sn](CCCC)(CCCC)CCCC)CCC, predict the reaction product. (4) Given the reactants [Cl:1][C:2]1[CH:3]=[CH:4][C:5]([S:9][CH2:10][C:11]2[CH:15]=[C:14]([N+:16]([O-:18])=[O:17])[NH:13][N:12]=2)=[C:6]([CH:8]=1)[NH2:7].[O:19]1[C:23]2[CH:24]=[CH:25][CH:26]=[CH:27][C:22]=2[CH:21]=[C:20]1[S:28](Cl)(=[O:30])=[O:29], predict the reaction product. The product is: [Cl:1][C:2]1[CH:3]=[CH:4][C:5]([S:9][CH2:10][C:11]2[CH:15]=[C:14]([N+:16]([O-:18])=[O:17])[NH:13][N:12]=2)=[C:6]([NH:7][S:28]([C:20]2[O:19][C:23]3[CH:24]=[CH:25][CH:26]=[CH:27][C:22]=3[CH:21]=2)(=[O:29])=[O:30])[CH:8]=1.